This data is from Reaction yield outcomes from USPTO patents with 853,638 reactions. The task is: Predict the reaction yield, written as a fraction of the theoretical maximum amount of product (1.0 means a 100% yield; for example, 0.34 means a 34% yield). The reactants are N1CCCC1.[CH2:6]([O:13][C:14]1[C:15]([C:31]([O:33][CH3:34])=[O:32])=[N:16][C:17]([C:20]2[CH:25]=[CH:24][C:23]([O:26][CH3:27])=[C:22]([CH:28]=O)[C:21]=2[CH3:30])=[CH:18][CH:19]=1)[C:7]1[CH:12]=[CH:11][CH:10]=[CH:9][CH:8]=1.[CH3:35][C:36]1([CH3:44])[CH2:41][C:40](=[O:42])[CH2:39][C:38](=[O:43])[CH2:37]1.O.[C:46]1([CH3:56])[CH:51]=C[C:49](S(O)(=O)=O)=[CH:48][CH:47]=1.[CH2:57]([OH:59])[CH3:58]. The catalyst is C(Cl)(Cl)Cl.CCCCCC.O. The product is [CH2:6]([O:13][C:14]1[C:15]([C:31]([O:33][CH3:34])=[O:32])=[N:16][C:17]([C:20]2[CH:25]=[CH:24][C:23]([O:26][CH3:27])=[C:22]([CH:28]3[C:49]4[C:57](=[O:59])[CH2:58][C:46]([CH3:56])([CH3:51])[CH2:47][C:48]=4[O:42][C:40]4[CH2:41][C:36]([CH3:44])([CH3:35])[CH2:37][C:38](=[O:43])[C:39]3=4)[C:21]=2[CH3:30])=[CH:18][CH:19]=1)[C:7]1[CH:8]=[CH:9][CH:10]=[CH:11][CH:12]=1. The yield is 0.810.